Dataset: Peptide-MHC class I binding affinity with 185,985 pairs from IEDB/IMGT. Task: Regression. Given a peptide amino acid sequence and an MHC pseudo amino acid sequence, predict their binding affinity value. This is MHC class I binding data. The peptide sequence is DVEKEKFVA. The MHC is HLA-A02:01 with pseudo-sequence HLA-A02:01. The binding affinity (normalized) is 0.